Dataset: Full USPTO retrosynthesis dataset with 1.9M reactions from patents (1976-2016). Task: Predict the reactants needed to synthesize the given product. (1) Given the product [CH3:1][C:2]1[N:3]=[CH:4][C:5]2[C:10]([CH:11]=1)=[C:9]([NH:12][C:21]([NH:20][CH2:19][C:18]1[CH:17]=[CH:16][C:15]([C:14]([F:13])([F:26])[F:25])=[CH:24][CH:23]=1)=[O:22])[CH:8]=[CH:7][CH:6]=2, predict the reactants needed to synthesize it. The reactants are: [CH3:1][C:2]1[N:3]=[CH:4][C:5]2[CH:6]=[CH:7][CH:8]=[C:9]([NH2:12])[C:10]=2[CH:11]=1.[F:13][C:14]([F:26])([F:25])[C:15]1[CH:24]=[CH:23][C:18]([CH2:19][N:20]=[C:21]=[O:22])=[CH:17][CH:16]=1. (2) Given the product [CH2:12]([O:1][C:2]1[CH:3]=[C:4]([CH:7]=[CH:8][C:9]=1[O:10][CH3:11])[C:5]#[N:6])[C:13]1[CH:18]=[CH:17][CH:16]=[CH:15][CH:14]=1, predict the reactants needed to synthesize it. The reactants are: [OH:1][C:2]1[CH:3]=[C:4]([CH:7]=[CH:8][C:9]=1[O:10][CH3:11])[C:5]#[N:6].[CH2:12](Br)[C:13]1[CH:18]=[CH:17][CH:16]=[CH:15][CH:14]=1.C(=O)([O-])[O-].[K+].[K+].CO. (3) Given the product [F:1][C:2]1[CH:7]=[CH:6][C:5]([O:8][CH2:18][CH2:19][CH2:20][CH2:21][CH2:22][CH2:23][CH3:24])=[C:4]([C:9]([OH:17])([CH3:16])[CH2:10][N:11]2[CH:15]=[CH:14][N:13]=[CH:12]2)[CH:3]=1, predict the reactants needed to synthesize it. The reactants are: [F:1][C:2]1[CH:7]=[CH:6][C:5]([OH:8])=[C:4]([C:9]([OH:17])([CH3:16])[CH2:10][N:11]2[CH:15]=[CH:14][N:13]=[CH:12]2)[CH:3]=1.[CH2:18](Br)[CH2:19][CH2:20][CH2:21][CH2:22][CH2:23][CH3:24]. (4) Given the product [Br:1][C:2]1[C:3]([Cl:20])=[C:4]2[N:12]=[CH:11][NH:10][C:5]2=[N:6][C:7]=1[CH3:8], predict the reactants needed to synthesize it. The reactants are: [Br:1][C:2]1[CH:3]=[C:4]2[N:12]=[CH:11][NH:10][C:5]2=[N+:6]([O-])[C:7]=1[CH3:8].C([O-])(O)=O.[Na+].O=P(Cl)(Cl)[Cl:20]. (5) Given the product [Cl:28][C:24]1[CH:23]=[C:22]([C@@H:20]([NH:19][C:17]([N:14]2[CH2:15][CH2:16][N:11]([C:8]3[C:9]4[S:10][C:2]([C:39]5[CH2:44][CH2:43][N:42]([C:45]([O:47][C:48]([CH3:51])([CH3:50])[CH3:49])=[O:46])[CH2:41][CH:40]=5)=[CH:3][C:4]=4[N:5]=[CH:6][N:7]=3)[CH2:12][C:13]2([CH3:30])[CH3:29])=[O:18])[CH3:21])[CH:27]=[CH:26][CH:25]=1, predict the reactants needed to synthesize it. The reactants are: Br[C:2]1[S:10][C:9]2[C:8]([N:11]3[CH2:16][CH2:15][N:14]([C:17]([NH:19][C@H:20]([C:22]4[CH:27]=[CH:26][CH:25]=[C:24]([Cl:28])[CH:23]=4)[CH3:21])=[O:18])[C:13]([CH3:30])([CH3:29])[CH2:12]3)=[N:7][CH:6]=[N:5][C:4]=2[CH:3]=1.CC1(C)C(C)(C)OB([C:39]2[CH2:40][CH2:41][N:42]([C:45]([O:47][C:48]([CH3:51])([CH3:50])[CH3:49])=[O:46])[CH2:43][CH:44]=2)O1.C(=O)([O-])[O-].[K+].[K+]. (6) Given the product [CH2:33]([C:28]1[CH:29]=[CH:30][CH:31]=[CH:32][C:27]=1[C:17]1[O:16][C:12]2[N:13]=[CH:14][N:15]=[C:10]([NH:9][CH2:8][CH2:7][CH2:6][CH2:5][CH2:4][C:3]([OH:35])=[O:2])[C:11]=2[C:18]=1[C:19]1[CH:24]=[CH:23][C:22]([O:25][CH3:26])=[CH:21][CH:20]=1)[CH3:34], predict the reactants needed to synthesize it. The reactants are: C[O:2][C:3](=[O:35])[CH2:4][CH2:5][CH2:6][CH2:7][CH2:8][NH:9][C:10]1[C:11]2[C:18]([C:19]3[CH:24]=[CH:23][C:22]([O:25][CH3:26])=[CH:21][CH:20]=3)=[C:17]([C:27]3[CH:32]=[CH:31][CH:30]=[CH:29][C:28]=3[CH2:33][CH3:34])[O:16][C:12]=2[N:13]=[CH:14][N:15]=1.[OH-].[Na+].Cl.C(OCC)(=O)C.